From a dataset of Acute oral toxicity (LD50) regression data from Zhu et al.. Regression/Classification. Given a drug SMILES string, predict its toxicity properties. Task type varies by dataset: regression for continuous values (e.g., LD50, hERG inhibition percentage) or binary classification for toxic/non-toxic outcomes (e.g., AMES mutagenicity, cardiotoxicity, hepatotoxicity). Dataset: ld50_zhu. (1) The molecule is CC1(C)SC2C(NC(=O)C3(N)CCCCC3)C(=O)N2C1C(=O)O. The rat oral LD50 is 1.83, given as -log10 of the dose in mol/kg body weight (higher means more acutely toxic). (2) The compound is O=C(Oc1ccc(Cl)cc1Cl)N1CCCC1. The rat oral LD50 is 2.07, given as -log10 of the dose in mol/kg body weight (higher means more acutely toxic). (3) The compound is OCCOCCOCCOCCOCCOCCO. The rat oral LD50 is 0.946, given as -log10 of the dose in mol/kg body weight (higher means more acutely toxic). (4) The rat oral LD50 is 2.11, given as -log10 of the dose in mol/kg body weight (higher means more acutely toxic). The molecule is CC(C)(C)C(=O)C(Cl)Cl. (5) The rat oral LD50 is 2.00, given as -log10 of the dose in mol/kg body weight (higher means more acutely toxic). The drug is c1ccc2c(c1)-c1cccc3cccc-2c13. (6) The drug is CN1CCN(CC(=O)NN=Cc2ccc([N+](=O)[O-])o2)CC1. The rat oral LD50 is 2.48, given as -log10 of the dose in mol/kg body weight (higher means more acutely toxic). (7) The drug is CC(=O)OCc1ccccc1. The rat oral LD50 is 1.78, given as -log10 of the dose in mol/kg body weight (higher means more acutely toxic). (8) The compound is C=C(C)C(=O)OCC(CC)(COC(=O)C(=C)C)COC(=O)C(=C)C. The rat oral LD50 is 1.75, given as -log10 of the dose in mol/kg body weight (higher means more acutely toxic). (9) The molecule is Cn1c(=O)c2c(nc(Cc3ccc(N)cc3)n2C)n(C)c1=O. The rat oral LD50 is 2.89, given as -log10 of the dose in mol/kg body weight (higher means more acutely toxic). (10) The drug is CCCCOCCOCCCO. The rat oral LD50 is 1.53, given as -log10 of the dose in mol/kg body weight (higher means more acutely toxic).